This data is from Full USPTO retrosynthesis dataset with 1.9M reactions from patents (1976-2016). The task is: Predict the reactants needed to synthesize the given product. (1) Given the product [N+:1]([C:4]1[CH:5]=[C:6]([CH:10]=[C:11]2[CH:16]([OH:17])[CH:15]3[CH2:18][CH2:19][N:12]2[CH2:13][CH2:14]3)[CH:7]=[CH:8][CH:9]=1)([O-:3])=[O:2], predict the reactants needed to synthesize it. The reactants are: [N+:1]([C:4]1[CH:5]=[C:6]([CH:10]=[C:11]2[C:16](=[O:17])[CH:15]3[CH2:18][CH2:19][N:12]2[CH2:13][CH2:14]3)[CH:7]=[CH:8][CH:9]=1)([O-:3])=[O:2].[BH4-].[Na+]. (2) Given the product [CH3:31][C:32]([CH3:47])([C:33]#[CH:1])[CH2:35][O:36][Si:37]([CH:44]([CH3:46])[CH3:45])([CH:41]([CH3:43])[CH3:42])[CH:38]([CH3:40])[CH3:39], predict the reactants needed to synthesize it. The reactants are: [CH2:1](C1C=CC(S(N=[N+]=[N-])(=O)=O)=CC=1)CCCCCCCCCCC.C([O-])([O-])=O.[K+].[K+].[CH3:31][C:32]([CH3:47])([CH2:35][O:36][Si:37]([CH:44]([CH3:46])[CH3:45])([CH:41]([CH3:43])[CH3:42])[CH:38]([CH3:40])[CH3:39])[CH:33]=O. (3) Given the product [Cl:1][C:2]1[CH:7]=[CH:6][C:5]([N:8]2[C:13](=[O:14])[C:12]3[CH:15]=[N:16][N:17]([C:18]4[CH:19]=[C:20]([NH:24][S:25]([CH3:28])(=[O:27])=[O:26])[CH:21]=[CH:22][CH:23]=4)[C:11]=3[N:10]=[C:9]2[C:29]2[CH:34]=[CH:33][C:32]([C:45]3[CH:46]=[N:47][CH:48]=[N:49][CH:50]=3)=[CH:31][CH:30]=2)=[CH:4][CH:3]=1, predict the reactants needed to synthesize it. The reactants are: [Cl:1][C:2]1[CH:7]=[CH:6][C:5]([N:8]2[C:13](=[O:14])[C:12]3[CH:15]=[N:16][N:17]([C:18]4[CH:19]=[C:20]([NH:24][S:25]([CH3:28])(=[O:27])=[O:26])[CH:21]=[CH:22][CH:23]=4)[C:11]=3[N:10]=[C:9]2[C:29]2[CH:34]=[CH:33][C:32](B3OC(C)(C)C(C)(C)O3)=[CH:31][CH:30]=2)=[CH:4][CH:3]=1.Br[C:45]1[CH:46]=[N:47][CH:48]=[N:49][CH:50]=1.C(=O)([O-])[O-].[Cs+].[Cs+].